Dataset: Forward reaction prediction with 1.9M reactions from USPTO patents (1976-2016). Task: Predict the product of the given reaction. Given the reactants Cl.[Cl:2][C:3]1[CH:8]=[C:7]([NH:9][C:10]2[CH:15]=[CH:14][C:13]([F:16])=[CH:12][CH:11]=2)[N:6]=[C:5]([NH:17][C:18]2[CH:23]=[CH:22][C:21]([S:24](Cl)(=[O:26])=[O:25])=[CH:20][CH:19]=2)[N:4]=1.[CH3:28][NH:29][CH:30]1[CH2:35][CH2:34][N:33]([CH3:36])[CH2:32][CH2:31]1, predict the reaction product. The product is: [Cl:2][C:3]1[CH:8]=[C:7]([NH:9][C:10]2[CH:15]=[CH:14][C:13]([F:16])=[CH:12][CH:11]=2)[N:6]=[C:5]([NH:17][C:18]2[CH:23]=[CH:22][C:21]([S:24]([N:29]([CH3:28])[CH:30]3[CH2:35][CH2:34][N:33]([CH3:36])[CH2:32][CH2:31]3)(=[O:26])=[O:25])=[CH:20][CH:19]=2)[N:4]=1.